Dataset: Forward reaction prediction with 1.9M reactions from USPTO patents (1976-2016). Task: Predict the product of the given reaction. (1) Given the reactants [CH3:1][O:2][CH2:3][CH2:4][NH:5][CH2:6][CH2:7][O:8][CH3:9].[CH2:10]1[O:18][C:17]2[C:12](=[C:13]([S:19]([NH:22]C(OC(C)(C)C)=O)(=[O:21])=[O:20])[CH:14]=[CH:15][CH:16]=2)[O:11]1.FC(F)(F)C(O)=O.C(N(C(C)C)CC)(C)C, predict the reaction product. The product is: [CH3:1][O:2][CH2:3][CH2:4][NH:5][CH2:6][CH2:7][O:8][CH3:9].[CH2:10]1[O:18][C:17]2[C:12](=[C:13]([S:19]([NH2:22])(=[O:20])=[O:21])[CH:14]=[CH:15][CH:16]=2)[O:11]1. (2) The product is: [I:17][C:2]1[CH:3]=[C:4]([CH:9]=[C:10]([N+:14]([O-:16])=[O:15])[C:11]=1[O:12][CH3:13])[C:5]([O:7][CH3:8])=[O:6]. Given the reactants N[C:2]1[CH:3]=[C:4]([CH:9]=[C:10]([N+:14]([O-:16])=[O:15])[C:11]=1[O:12][CH3:13])[C:5]([O:7][CH3:8])=[O:6].[I:17]I.N(OC(C)(C)C)=O, predict the reaction product. (3) Given the reactants [NH:1]1[C:5]2=[N:6][CH:7]=[CH:8][CH:9]=[C:4]2[CH:3]=[CH:2]1.[OH-].[Na+].[C:12]([O:16][C:17](=[O:36])[N:18]([CH2:28][C:29]1[CH:34]=[CH:33][C:32]([Cl:35])=[CH:31][CH:30]=1)[C:19]1[CH:24]=[CH:23][C:22]([CH:25]=[O:26])=[C:21]([Cl:27])[N:20]=1)([CH3:15])([CH3:14])[CH3:13].O, predict the reaction product. The product is: [C:12]([O:16][C:17](=[O:36])[N:18]([CH2:28][C:29]1[CH:34]=[CH:33][C:32]([Cl:35])=[CH:31][CH:30]=1)[C:19]1[CH:24]=[CH:23][C:22]([CH:25]([OH:26])[C:3]2[C:4]3[C:5](=[N:6][CH:7]=[CH:8][CH:9]=3)[NH:1][CH:2]=2)=[C:21]([Cl:27])[N:20]=1)([CH3:15])([CH3:13])[CH3:14]. (4) Given the reactants Cl[CH2:2][C:3]1[S:4][C:5]2[C:10]([N:11]=1)=[CH:9][CH:8]=[CH:7][N:6]=2.[Cl:12][C:13]1[CH:18]=[CH:17][CH:16]=[CH:15][C:14]=1[N:19]1[CH2:24][CH2:23][NH:22][CH2:21][CH2:20]1.CCN(C(C)C)C(C)C, predict the reaction product. The product is: [Cl:12][C:13]1[CH:18]=[CH:17][CH:16]=[CH:15][C:14]=1[N:19]1[CH2:24][CH2:23][N:22]([CH2:2][C:3]2[S:4][C:5]3[C:10]([N:11]=2)=[CH:9][CH:8]=[CH:7][N:6]=3)[CH2:21][CH2:20]1. (5) Given the reactants [BH4-].[Na+].[C:3]([O:7][C:8]([NH:10][C@@H:11]([CH2:16][CH:17]1[CH2:19][CH2:18]1)[C:12](OC)=[O:13])=[O:9])([CH3:6])([CH3:5])[CH3:4].O, predict the reaction product. The product is: [CH:17]1([CH2:16][C@H:11]([NH:10][C:8](=[O:9])[O:7][C:3]([CH3:5])([CH3:4])[CH3:6])[CH2:12][OH:13])[CH2:19][CH2:18]1. (6) The product is: [CH3:27][C:24]1([CH3:28])[O:23][C@@H:22](/[CH:21]=[CH:20]/[CH2:19][N:12]2[C:7]3=[C:6]4[C:11](=[CH:10][CH:9]=[CH:8]3)[C:2]([CH3:15])([CH3:1])[CH2:3][CH2:4][N:5]4[C:13]2=[O:14])[CH2:26][O:25]1. Given the reactants [CH3:1][C:2]1([CH3:15])[C:11]2[C:6]3=[C:7]([NH:12][C:13](=[O:14])[N:5]3[CH2:4][CH2:3]1)[CH:8]=[CH:9][CH:10]=2.[H-].[Na+].Br[CH2:19]/[CH:20]=[CH:21]/[C@H:22]1[CH2:26][O:25][C:24]([CH3:28])([CH3:27])[O:23]1.O, predict the reaction product. (7) Given the reactants [C:1]1([CH2:7][CH2:8][C:9](OC)=[O:10])[CH:6]=[CH:5][CH:4]=[CH:3][CH:2]=1.C[SiH](C)O[SiH](C)C.[F-].C([N+](CCCC)(CCCC)CCCC)CCC, predict the reaction product. The product is: [C:1]1([CH2:7][CH2:8][CH2:9][OH:10])[CH:6]=[CH:5][CH:4]=[CH:3][CH:2]=1.